This data is from Reaction yield outcomes from USPTO patents with 853,638 reactions. The task is: Predict the reaction yield, written as a fraction of the theoretical maximum amount of product (1.0 means a 100% yield; for example, 0.34 means a 34% yield). (1) The reactants are [CH2:1]([S:3]([C:6]1[CH:11]=[CH:10][C:9]([C:12]2[C:17]([F:18])=[CH:16][CH:15]=[C:14](B(O)O)[CH:13]=2)=[CH:8][CH:7]=1)(=[O:5])=[O:4])[CH3:2].Cl[C:23]1[C:24]2[N:31]=[CH:30][N:29]([CH:32]([CH3:34])[CH3:33])[C:25]=2[N:26]=[N:27][CH:28]=1.P([O-])([O-])[O-].[K+].[K+].[K+].C1(P(C2CCCCC2)C2CCCCC2)CCCCC1. The catalyst is O1CCOCC1.O. The product is [CH2:1]([S:3]([C:6]1[CH:11]=[CH:10][C:9]([C:12]2[C:17]([F:18])=[CH:16][CH:15]=[C:14]([C:23]3[C:24]4[N:31]=[CH:30][N:29]([CH:32]([CH3:34])[CH3:33])[C:25]=4[N:26]=[N:27][CH:28]=3)[CH:13]=2)=[CH:8][CH:7]=1)(=[O:5])=[O:4])[CH3:2]. The yield is 0.270. (2) The reactants are Cl[C:2]1[N:7]=[C:6]([NH:8][C:9]2[CH:10]=[C:11]3[C:15](=[CH:16][CH:17]=2)[NH:14][N:13]=[CH:12]3)[CH:5]=[CH:4][N:3]=1.[CH:18]1([NH:21][C:22](=[O:41])[CH2:23][O:24][C:25]2[CH:30]=[C:29](B3OC(C)(C)C(C)(C)O3)[CH:28]=[CH:27][C:26]=2[F:40])[CH2:20][CH2:19]1.CC([O-])=O.[K+]. The catalyst is O1CCOCC1.O.C(Cl)Cl.C1C=CC(P(C2C=CC=CC=2)[C-]2C=CC=C2)=CC=1.C1C=CC(P(C2C=CC=CC=2)[C-]2C=CC=C2)=CC=1.Cl[Pd]Cl.[Fe+2]. The product is [NH:14]1[C:15]2[C:11](=[CH:10][C:9]([NH:8][C:6]3[CH:5]=[CH:4][N:3]=[C:2]([C:29]4[CH:28]=[CH:27][C:26]([F:40])=[C:25]([CH:30]=4)[O:24][CH2:23][C:22]([NH:21][CH:18]4[CH2:20][CH2:19]4)=[O:41])[N:7]=3)=[CH:17][CH:16]=2)[CH:12]=[N:13]1. The yield is 0.140.